Dataset: NCI-60 drug combinations with 297,098 pairs across 59 cell lines. Task: Regression. Given two drug SMILES strings and cell line genomic features, predict the synergy score measuring deviation from expected non-interaction effect. (1) Drug 1: C1CC(=O)NC(=O)C1N2CC3=C(C2=O)C=CC=C3N. Drug 2: C1=NNC2=C1C(=O)NC=N2. Cell line: MALME-3M. Synergy scores: CSS=0.766, Synergy_ZIP=0.557, Synergy_Bliss=0.529, Synergy_Loewe=-0.399, Synergy_HSA=-1.51. (2) Synergy scores: CSS=55.8, Synergy_ZIP=-1.82, Synergy_Bliss=-1.34, Synergy_Loewe=-0.526, Synergy_HSA=5.45. Drug 2: CCN(CC)CCNC(=O)C1=C(NC(=C1C)C=C2C3=C(C=CC(=C3)F)NC2=O)C. Drug 1: CC1OCC2C(O1)C(C(C(O2)OC3C4COC(=O)C4C(C5=CC6=C(C=C35)OCO6)C7=CC(=C(C(=C7)OC)O)OC)O)O. Cell line: UACC62. (3) Drug 1: COC1=NC(=NC2=C1N=CN2C3C(C(C(O3)CO)O)O)N. Drug 2: CC1=C(C(=CC=C1)Cl)NC(=O)C2=CN=C(S2)NC3=CC(=NC(=N3)C)N4CCN(CC4)CCO. Cell line: LOX IMVI. Synergy scores: CSS=-13.2, Synergy_ZIP=6.37, Synergy_Bliss=-1.23, Synergy_Loewe=-11.9, Synergy_HSA=-13.6. (4) Drug 1: CC1CCC2CC(C(=CC=CC=CC(CC(C(=O)C(C(C(=CC(C(=O)CC(OC(=O)C3CCCCN3C(=O)C(=O)C1(O2)O)C(C)CC4CCC(C(C4)OC)OCCO)C)C)O)OC)C)C)C)OC. Drug 2: C1CNP(=O)(OC1)N(CCCl)CCCl. Cell line: CAKI-1. Synergy scores: CSS=1.98, Synergy_ZIP=-2.83, Synergy_Bliss=-3.12, Synergy_Loewe=-12.5, Synergy_HSA=-3.83. (5) Drug 1: CN(C)N=NC1=C(NC=N1)C(=O)N. Cell line: PC-3. Drug 2: CNC(=O)C1=NC=CC(=C1)OC2=CC=C(C=C2)NC(=O)NC3=CC(=C(C=C3)Cl)C(F)(F)F. Synergy scores: CSS=12.9, Synergy_ZIP=0.505, Synergy_Bliss=1.78, Synergy_Loewe=-11.2, Synergy_HSA=0.717. (6) Drug 1: CN(C)C1=NC(=NC(=N1)N(C)C)N(C)C. Drug 2: CCN(CC)CCNC(=O)C1=C(NC(=C1C)C=C2C3=C(C=CC(=C3)F)NC2=O)C. Cell line: SNB-19. Synergy scores: CSS=-0.955, Synergy_ZIP=0.957, Synergy_Bliss=-1.87, Synergy_Loewe=-3.76, Synergy_HSA=-4.09. (7) Drug 1: CC1=C(C=C(C=C1)NC(=O)C2=CC=C(C=C2)CN3CCN(CC3)C)NC4=NC=CC(=N4)C5=CN=CC=C5. Drug 2: C1C(C(OC1N2C=NC(=NC2=O)N)CO)O. Cell line: NCIH23. Synergy scores: CSS=5.29, Synergy_ZIP=-0.205, Synergy_Bliss=3.08, Synergy_Loewe=-3.88, Synergy_HSA=-0.466.